This data is from NCI-60 drug combinations with 297,098 pairs across 59 cell lines. The task is: Regression. Given two drug SMILES strings and cell line genomic features, predict the synergy score measuring deviation from expected non-interaction effect. (1) Drug 1: CNC(=O)C1=NC=CC(=C1)OC2=CC=C(C=C2)NC(=O)NC3=CC(=C(C=C3)Cl)C(F)(F)F. Drug 2: C1CC(=O)NC(=O)C1N2C(=O)C3=CC=CC=C3C2=O. Cell line: SN12C. Synergy scores: CSS=-14.6, Synergy_ZIP=5.12, Synergy_Bliss=-5.14, Synergy_Loewe=-12.9, Synergy_HSA=-15.5. (2) Drug 1: CC1=C(C(CCC1)(C)C)C=CC(=CC=CC(=CC(=O)O)C)C. Drug 2: C1CC(C1)(C(=O)O)C(=O)O.[NH2-].[NH2-].[Pt+2]. Cell line: U251. Synergy scores: CSS=13.3, Synergy_ZIP=5.51, Synergy_Bliss=9.74, Synergy_Loewe=-1.11, Synergy_HSA=3.99. (3) Drug 1: C#CCC(CC1=CN=C2C(=N1)C(=NC(=N2)N)N)C3=CC=C(C=C3)C(=O)NC(CCC(=O)O)C(=O)O. Drug 2: C1C(C(OC1N2C=NC3=C2NC=NCC3O)CO)O. Cell line: SNB-75. Synergy scores: CSS=0.596, Synergy_ZIP=0.169, Synergy_Bliss=1.55, Synergy_Loewe=0.220, Synergy_HSA=0.232. (4) Drug 1: CC(CN1CC(=O)NC(=O)C1)N2CC(=O)NC(=O)C2. Drug 2: CC1C(C(CC(O1)OC2CC(CC3=C2C(=C4C(=C3O)C(=O)C5=CC=CC=C5C4=O)O)(C(=O)C)O)N)O. Cell line: SR. Synergy scores: CSS=39.5, Synergy_ZIP=-17.9, Synergy_Bliss=-32.3, Synergy_Loewe=-27.6, Synergy_HSA=-26.1. (5) Drug 1: CN(C)C1=NC(=NC(=N1)N(C)C)N(C)C. Drug 2: CC(C)(C#N)C1=CC(=CC(=C1)CN2C=NC=N2)C(C)(C)C#N. Cell line: EKVX. Synergy scores: CSS=-4.16, Synergy_ZIP=0.814, Synergy_Bliss=-4.18, Synergy_Loewe=-5.73, Synergy_HSA=-6.28.